This data is from Full USPTO retrosynthesis dataset with 1.9M reactions from patents (1976-2016). The task is: Predict the reactants needed to synthesize the given product. (1) Given the product [CH3:12][O:13][C:14]1[CH:15]=[C:16]([C:17]2[NH:1][N:2]=[C:3]([C:5]3[C:10]([CH3:11])=[CH:9][CH:8]=[CH:7][N:6]=3)[N:4]=2)[CH:19]=[CH:20][CH:21]=1, predict the reactants needed to synthesize it. The reactants are: [NH2:1][NH:2][C:3]([C:5]1[C:10]([CH3:11])=[CH:9][CH:8]=[CH:7][N:6]=1)=[NH:4].[CH3:12][O:13][C:14]1[CH:15]=[C:16]([CH:19]=[CH:20][CH:21]=1)[CH:17]=O. (2) Given the product [N+:1]([C:4]1[CH:5]=[CH:6][C:7]([C:10]2[O:15][CH:13]=[N:12][CH:11]=2)=[CH:8][CH:9]=1)([O-:3])=[O:2], predict the reactants needed to synthesize it. The reactants are: [N+:1]([C:4]1[CH:9]=[CH:8][C:7]([C:10](=[O:15])[CH2:11][NH:12][CH:13]=O)=[CH:6][CH:5]=1)([O-:3])=[O:2].C1(C)C=CC=CC=1.P(Cl)(Cl)(Cl)=O.C(=O)([O-])[O-].[K+].[K+]. (3) Given the product [CH3:1][CH2:2][O:3][C:4]([C@@H:6]([NH:15][C@H:16]([C:18]([N:20]1[C@H:27]([C:28]([OH:30])=[O:29])[CH2:26][C@H:25]2[C@@H:21]1[CH2:22][CH2:23][CH2:24]2)=[O:19])[CH3:17])[CH2:7][CH2:8][C:9]1[CH:14]=[CH:13][CH:12]=[CH:11][CH:10]=1)=[O:5].[CH3:32][C:31]([NH2:35])([CH3:34])[CH3:33], predict the reactants needed to synthesize it. The reactants are: [CH3:1][CH2:2][O:3][C:4]([C@@H:6]([NH:15][C@H:16]([C:18]([N:20]1[C@H:27]([C:28]([OH:30])=[O:29])[CH2:26][C@H:25]2[C@@H:21]1[CH2:22][CH2:23][CH2:24]2)=[O:19])[CH3:17])[CH2:7][CH2:8][C:9]1[CH:10]=[CH:11][CH:12]=[CH:13][CH:14]=1)=[O:5].[C:31]([NH2:35])([CH3:34])([CH3:33])[CH3:32]. (4) Given the product [CH3:30][O:29][C:26]1[CH:27]=[CH:28][C:23]([S:20]([C:6]2([C:4]([OH:5])=[O:3])[CH2:7][CH2:8][N:9]([CH2:12][CH2:13][C:14]3[CH:15]=[CH:16][CH:17]=[CH:18][CH:19]=3)[CH2:10][CH2:11]2)(=[O:22])=[O:21])=[CH:24][CH:25]=1, predict the reactants needed to synthesize it. The reactants are: C([O:3][C:4]([C:6]1([S:20]([C:23]2[CH:28]=[CH:27][C:26]([O:29][CH3:30])=[CH:25][CH:24]=2)(=[O:22])=[O:21])[CH2:11][CH2:10][N:9]([CH2:12][CH2:13][C:14]2[CH:19]=[CH:18][CH:17]=[CH:16][CH:15]=2)[CH2:8][CH2:7]1)=[O:5])C. (5) Given the product [NH2:7][C:8]1[O:9][CH2:10][C@@:11]2([N:28]=1)[C:24]1[CH:23]=[C:22]([OH:25])[CH:21]=[C:20]([F:26])[C:19]=1[O:18][C:17]1[C:12]2=[CH:13][C:14]([C:35]2[C:30]([F:29])=[N:31][CH:32]=[CH:33][CH:34]=2)=[CH:15][CH:16]=1, predict the reactants needed to synthesize it. The reactants are: C(=O)([O-])[O-].[Na+].[Na+].[NH2:7][C:8]1[O:9][CH2:10][C@@:11]2([N:28]=1)[C:24]1[CH:23]=[C:22]([OH:25])[CH:21]=[C:20]([F:26])[C:19]=1[O:18][C:17]1[C:12]2=[CH:13][C:14](Br)=[CH:15][CH:16]=1.[F:29][C:30]1[C:35](B(O)O)=[CH:34][CH:33]=[CH:32][N:31]=1. (6) The reactants are: [CH3:1][O:2][C:3]([C:5]1[S:12][C:11]2[C:10]([NH2:13])=[N:9][NH:8][C:7]=2[CH:6]=1)=[O:4].CCN(C(C)C)C(C)C.Cl[C:24]([O:26][CH2:27][CH3:28])=[O:25]. Given the product [NH2:13][C:10]1[C:11]2[S:12][C:5]([C:3]([O:2][CH3:1])=[O:4])=[CH:6][C:7]=2[N:8]([C:24]([O:26][CH2:27][CH3:28])=[O:25])[N:9]=1, predict the reactants needed to synthesize it. (7) Given the product [CH2:27]([C:21]1[CH:20]=[C:19]([CH:24]=[CH:23][C:22]=1[CH2:25][CH3:26])[CH2:18][C@@H:2]([NH:1][C:49]([N:29]1[CH2:30][CH2:31][CH:32]([N:35]2[CH2:41][CH2:40][C:39]3[CH:42]=[CH:43][CH:44]=[CH:45][C:38]=3[NH:37][C:36]2=[O:46])[CH2:33][CH2:34]1)=[O:50])[C:3]([N:5]1[CH2:10][CH2:9][N:8]([CH:11]2[CH2:16][CH2:15][N:14]([CH3:17])[CH2:13][CH2:12]2)[CH2:7][CH2:6]1)=[O:4])[CH3:28], predict the reactants needed to synthesize it. The reactants are: [NH2:1][C@H:2]([CH2:18][C:19]1[CH:24]=[CH:23][C:22]([CH2:25][CH3:26])=[C:21]([CH2:27][CH3:28])[CH:20]=1)[C:3]([N:5]1[CH2:10][CH2:9][N:8]([CH:11]2[CH2:16][CH2:15][N:14]([CH3:17])[CH2:13][CH2:12]2)[CH2:7][CH2:6]1)=[O:4].[NH:29]1[CH2:34][CH2:33][CH:32]([N:35]2[CH2:41][CH2:40][C:39]3[CH:42]=[CH:43][CH:44]=[CH:45][C:38]=3[NH:37][C:36]2=[O:46])[CH2:31][CH2:30]1.C1C[O:50][CH2:49]C1. (8) Given the product [F:34][C:35]([F:37])([F:36])[C:20]1[N:19]([C:28]2[N:27]=[CH:26][N:25]=[C:23]([OH:24])[C:22]=2[N:21]=1)[C@@H:6]1[O:7][C@H:8]([CH2:14][O:15][C:16](=[O:18])[CH3:17])[C@@H:9]([O:10][C:11](=[O:13])[CH3:12])[C@H:5]1[O:4][C:1](=[O:3])[CH3:2], predict the reactants needed to synthesize it. The reactants are: [C:1]([O:4][C@@H:5]1[C@H:9]([O:10][C:11](=[O:13])[CH3:12])[C@@H:8]([CH2:14][O:15][C:16](=[O:18])[CH3:17])[O:7][C@H:6]1[N:19]1[C:28]2[N:27]=[CH:26][N:25]=[C:23]([OH:24])[C:22]=2[N:21]=[CH:20]1)(=[O:3])[CH3:2].S(=O)(=O)(O)O.[F:34][C:35](I)([F:37])[F:36].OO. (9) Given the product [Cl:19][C:20]1[CH:21]=[C:22]([C@@H:26]2[C@@H:31]([C:32]3[CH:33]=[CH:34][C:35]([Cl:38])=[CH:36][CH:37]=3)[N:30]([CH2:39][CH:40]3[CH2:42][CH2:41]3)[C:29](=[O:43])[C@:28]([CH2:52][C:53]([OH:8])=[O:54])([CH2:44][CH2:45][N:46]3[CH2:47][CH2:48][O:49][CH2:50][CH2:51]3)[CH2:27]2)[CH:23]=[CH:24][CH:25]=1, predict the reactants needed to synthesize it. The reactants are: S(=O)(=O)(O)O.CC(C)=[O:8].OS(O)(=O)=O.O=[Cr](=O)=O.[Cl:19][C:20]1[CH:21]=[C:22]([C@@H:26]2[C@@H:31]([C:32]3[CH:37]=[CH:36][C:35]([Cl:38])=[CH:34][CH:33]=3)[N:30]([CH2:39][CH:40]3[CH2:42][CH2:41]3)[C:29](=[O:43])[C:28]([CH2:52][CH2:53][OH:54])([CH2:44][CH2:45][N:46]3[CH2:51][CH2:50][O:49][CH2:48][CH2:47]3)[CH2:27]2)[CH:23]=[CH:24][CH:25]=1. (10) Given the product [OH:13][C@H:12]1[CH2:11][CH2:10][C:5](=[O:6])[CH2:4][C@H:3]1[CH3:2], predict the reactants needed to synthesize it. The reactants are: Cl.[CH3:2][C@H:3]1[C@@H:12]([OH:13])[CH2:11][CH2:10][C:5]2(OCC[O:6]2)[CH2:4]1.